Dataset: Catalyst prediction with 721,799 reactions and 888 catalyst types from USPTO. Task: Predict which catalyst facilitates the given reaction. (1) Reactant: [CH2:1]([O:5][C:6]1[CH:11]=[C:10](F)[N:9]=[CH:8][N:7]=1)[C:2]#[C:3][CH3:4].[F:13][C:14]([F:22])([F:21])[CH:15]1[CH2:20][CH2:19][CH2:18][NH:17][CH2:16]1. Product: [CH2:1]([O:5][C:6]1[CH:11]=[C:10]([N:17]2[CH2:18][CH2:19][CH2:20][CH:15]([C:14]([F:22])([F:21])[F:13])[CH2:16]2)[N:9]=[CH:8][N:7]=1)[C:2]#[C:3][CH3:4]. The catalyst class is: 11. (2) Reactant: CN(C(ON1N=NC2C=CC=NC1=2)=[N+](C)C)C.F[P-](F)(F)(F)(F)F.[NH2:25][C:26]1[C:27]([C:36]([OH:38])=O)=[CH:28][C:29]2[C:34]([CH:35]=1)=[CH:33][CH:32]=[CH:31][CH:30]=2.Cl.[NH2:40][C@@H:41]([CH2:46][CH2:47][NH:48][C:49]([O:51][C:52]([CH3:55])([CH3:54])[CH3:53])=[O:50])[C:42]([O:44][CH3:45])=[O:43].C(N(C(C)C)CC)(C)C. Product: [NH2:25][C:26]1[C:27]([C:36]([NH:40][C@@H:41]([CH2:46][CH2:47][NH:48][C:49]([O:51][C:52]([CH3:55])([CH3:54])[CH3:53])=[O:50])[C:42]([O:44][CH3:45])=[O:43])=[O:38])=[CH:28][C:29]2[C:34]([CH:35]=1)=[CH:33][CH:32]=[CH:31][CH:30]=2. The catalyst class is: 3. (3) Reactant: [I:1]I.[OH-].[K+].[F:5][C:6]1[CH:21]=[CH:20][CH:19]=[CH:18][C:7]=1[O:8][C:9]1[CH:17]=[C:16]2[C:12]([CH:13]=[N:14][NH:15]2)=[CH:11][CH:10]=1.S(=O)(O)[O-].[Na+]. Product: [F:5][C:6]1[CH:21]=[CH:20][CH:19]=[CH:18][C:7]=1[O:8][C:9]1[CH:17]=[C:16]2[C:12]([C:13]([I:1])=[N:14][NH:15]2)=[CH:11][CH:10]=1. The catalyst class is: 3.